From a dataset of Forward reaction prediction with 1.9M reactions from USPTO patents (1976-2016). Predict the product of the given reaction. (1) Given the reactants [CH:1]1[CH:2]=[CH:3][C:4]([C@@H:7]2[N:16]([C:17]([O:19][C@@H:20]3[CH:25]4[CH2:26][CH2:27][N:22]([CH2:23][CH2:24]4)[CH2:21]3)=[O:18])[CH2:15][CH2:14][C:13]3[CH:12]=[CH:11][CH:10]=[CH:9][C:8]2=3)=[CH:5][CH:6]=1.CCO.[C:31]([OH:38])(=[O:37])[CH2:32][CH2:33][C:34]([OH:36])=[O:35], predict the reaction product. The product is: [CH:1]1[CH:6]=[CH:5][C:4]([C@@H:7]2[N:16]([C:17]([O:19][C@@H:20]3[CH:25]4[CH2:24][CH2:23][N:22]([CH2:27][CH2:26]4)[CH2:21]3)=[O:18])[CH2:15][CH2:14][C:13]3[CH:12]=[CH:11][CH:10]=[CH:9][C:8]2=3)=[CH:3][CH:2]=1.[CH2:32]([C:31]([OH:38])=[O:37])[CH2:33][C:34]([OH:36])=[O:35]. (2) Given the reactants [C:1]([C:4]1[CH:5]=[CH:6][C:7]2[O:12][CH2:11][C:10](=[O:13])[N:9]([CH2:14][CH2:15][N:16]3[CH2:21][CH2:20][CH:19]([NH:22][CH2:23][C:24]4[CH:25]=[CH:26][C:27]5[O:28][CH2:29][C:30](=[O:34])[NH:31][C:32]=5[N:33]=4)[CH2:18][CH2:17]3)[C:8]=2[CH:35]=1)(=[O:3])[CH3:2].[BH4-].[Na+], predict the reaction product. The product is: [OH:3][CH:1]([C:4]1[CH:5]=[CH:6][C:7]2[O:12][CH2:11][C:10](=[O:13])[N:9]([CH2:14][CH2:15][N:16]3[CH2:21][CH2:20][CH:19]([NH:22][CH2:23][C:24]4[CH:25]=[CH:26][C:27]5[O:28][CH2:29][C:30](=[O:34])[NH:31][C:32]=5[N:33]=4)[CH2:18][CH2:17]3)[C:8]=2[CH:35]=1)[CH3:2]. (3) Given the reactants [CH3:1][N:2]1[C:6]2[CH:7]=[CH:8][C:9]([C:11](O)=[O:12])=[CH:10][C:5]=2[N:4]=[C:3]1[NH:14][C:15]1[S:16][C:17]2[CH:23]=[C:22]([O:24][C:25]([F:28])([F:27])[F:26])[CH:21]=[CH:20][C:18]=2[N:19]=1.[NH2:29][CH2:30][CH2:31][N:32]1[CH2:37][CH2:36][O:35][CH2:34][CH2:33]1.CN(C(ON1N=NC2C=CC=CC1=2)=[N+](C)C)C.F[P-](F)(F)(F)(F)F.CCN(C(C)C)C(C)C, predict the reaction product. The product is: [N:32]1([CH2:31][CH2:30][NH:29][C:11]([C:9]2[CH:8]=[CH:7][C:6]3[N:2]([CH3:1])[C:3]([NH:14][C:15]4[S:16][C:17]5[CH:23]=[C:22]([O:24][C:25]([F:28])([F:27])[F:26])[CH:21]=[CH:20][C:18]=5[N:19]=4)=[N:4][C:5]=3[CH:10]=2)=[O:12])[CH2:37][CH2:36][O:35][CH2:34][CH2:33]1. (4) Given the reactants O[CH2:2][CH2:3][CH2:4][CH2:5][CH2:6][CH2:7][CH2:8][CH2:9][CH2:10][CH2:11][CH2:12][CH2:13][CH2:14][CH2:15][CH2:16][CH2:17][C:18]([O:20][CH2:21][CH3:22])=[O:19].C1C=CC(P(C2C=CC=CC=2)C2C=CC=CC=2)=CC=1.N1C=CN=C1.[I:47]C1C=CC(CCCCCCCCCCCCCCCCCCO)=CC=1, predict the reaction product. The product is: [I:47][CH2:2][CH2:3][CH2:4][CH2:5][CH2:6][CH2:7][CH2:8][CH2:9][CH2:10][CH2:11][CH2:12][CH2:13][CH2:14][CH2:15][CH2:16][CH2:17][C:18]([O:20][CH2:21][CH3:22])=[O:19]. (5) Given the reactants [Cl:1][C:2]1[C:3]([F:39])=[C:4]([CH:32]=[C:33]([C:35]([F:38])([F:37])[F:36])[CH:34]=1)[CH2:5][N:6]1[CH2:11][CH2:10][C:9]([CH2:13][O:14][C:15]2[C:27]([CH:28]3[CH2:30][CH2:29]3)=[CH:26][C:18]([C:19]([O:21]C(C)(C)C)=[O:20])=[C:17]([F:31])[CH:16]=2)([F:12])[CH2:8][CH2:7]1.FC(F)(F)C(O)=O, predict the reaction product. The product is: [Cl:1][C:2]1[C:3]([F:39])=[C:4]([CH:32]=[C:33]([C:35]([F:37])([F:36])[F:38])[CH:34]=1)[CH2:5][N:6]1[CH2:7][CH2:8][C:9]([CH2:13][O:14][C:15]2[C:27]([CH:28]3[CH2:30][CH2:29]3)=[CH:26][C:18]([C:19]([OH:21])=[O:20])=[C:17]([F:31])[CH:16]=2)([F:12])[CH2:10][CH2:11]1.